From a dataset of Reaction yield outcomes from USPTO patents with 853,638 reactions. Predict the reaction yield, written as a fraction of the theoretical maximum amount of product (1.0 means a 100% yield; for example, 0.34 means a 34% yield). (1) The catalyst is CN(C=O)C.Cl[Pd](Cl)([P](C1C=CC=CC=1)(C1C=CC=CC=1)C1C=CC=CC=1)[P](C1C=CC=CC=1)(C1C=CC=CC=1)C1C=CC=CC=1. The product is [NH2:16][C:17]1[N:21]([CH3:22])[C:20](=[O:23])[C:19]([C:36]2[CH:41]=[CH:40][C:39]([F:42])=[C:38]([C:2]3[CH:7]=[N:6][CH:5]=[CH:4][N:3]=3)[CH:37]=2)([C:24]2[CH:29]=[CH:28][C:27]([S:30]([F:33])([F:31])([F:32])([F:34])[F:35])=[CH:26][CH:25]=2)[N:18]=1. The yield is 0.0800. The reactants are Br[C:2]1[CH:7]=[N:6][CH:5]=[CH:4][N:3]=1.C[Sn](C)C.C[Sn](C)C.[NH2:16][C:17]1[N:21]([CH3:22])[C:20](=[O:23])[C:19]([C:36]2[CH:41]=[CH:40][C:39]([F:42])=[C:38](Br)[CH:37]=2)([C:24]2[CH:29]=[CH:28][C:27]([S:30]([F:35])([F:34])([F:33])([F:32])[F:31])=[CH:26][CH:25]=2)[N:18]=1.[F-].[Cs+]. (2) The reactants are [F:1][C:2]1[C:7]([Si](C)(C)C)=[C:6]([O:12][C:13]([F:16])([F:15])[F:14])[C:5](I)=[CH:4][CH:3]=1.Br[C:19]([F:26])([F:25])[C:20]([O:22][CH2:23][CH3:24])=[O:21]. The catalyst is CS(C)=O.[Cu]. The product is [F:25][C:19]([F:26])([C:5]1[CH:4]=[CH:3][C:2]([F:1])=[CH:7][C:6]=1[O:12][C:13]([F:16])([F:15])[F:14])[C:20]([O:22][CH2:23][CH3:24])=[O:21]. The yield is 0.940. (3) The reactants are [Cl:1][C:2]1[CH:7]=[CH:6][N:5]=[CH:4][CH:3]=1.OS(O)(=O)=O.OO.[CH3:15][NH:16][CH:17]=[O:18]. No catalyst specified. The product is [Cl:1][C:2]1[CH:7]=[CH:6][N:5]=[C:4]([C:17]([NH:16][CH3:15])=[O:18])[CH:3]=1. The yield is 0.0530. (4) The reactants are [C:1]([C:5]1[N:10]=[C:9]([N:11]2[CH2:16][CH2:15][N:14]([CH2:17][CH2:18][CH2:19][CH2:20][NH2:21])[CH2:13][CH2:12]2)[CH:8]=[C:7]([C:22]([F:25])([F:24])[F:23])[N:6]=1)([CH3:4])([CH3:3])[CH3:2].C1N=CN([C:31](N2C=NC=C2)=[O:32])C=1.[C:38]1([N:44]2[CH2:49][CH2:48][NH:47][CH2:46][CH2:45]2)[CH:43]=[CH:42][CH:41]=[CH:40][CH:39]=1. The catalyst is C(Cl)(Cl)Cl.CO. The product is [C:1]([C:5]1[N:10]=[C:9]([N:11]2[CH2:16][CH2:15][N:14]([CH2:17][CH2:18][CH2:19][CH2:20][NH:21][C:31]([N:47]3[CH2:48][CH2:49][N:44]([C:38]4[CH:43]=[CH:42][CH:41]=[CH:40][CH:39]=4)[CH2:45][CH2:46]3)=[O:32])[CH2:13][CH2:12]2)[CH:8]=[C:7]([C:22]([F:24])([F:25])[F:23])[N:6]=1)([CH3:4])([CH3:2])[CH3:3]. The yield is 0.560. (5) The reactants are [C:1]([C:3]1[C:4]([CH:19]([C:25]2[CH:30]=[CH:29][C:28]([Cl:31])=[C:27]([Cl:32])[CH:26]=2)[CH2:20][CH2:21][N:22]([CH3:24])[CH3:23])=[C:5]([C:14]([O:16]CC)=[O:15])[S:6][C:7]=1[N:8]1[CH2:13][CH2:12][O:11][CH2:10][CH2:9]1)#[N:2].[OH-].[Na+].Cl. The catalyst is CO.O. The product is [C:1]([C:3]1[C:4]([CH:19]([C:25]2[CH:30]=[CH:29][C:28]([Cl:31])=[C:27]([Cl:32])[CH:26]=2)[CH2:20][CH2:21][N:22]([CH3:24])[CH3:23])=[C:5]([C:14]([OH:16])=[O:15])[S:6][C:7]=1[N:8]1[CH2:9][CH2:10][O:11][CH2:12][CH2:13]1)#[N:2]. The yield is 0.950. (6) The reactants are Br[C:2]1[CH:7]=[CH:6][CH:5]=[CH:4][C:3]=1Br.[CH2:9]([OH:14])[CH2:10][CH2:11][C:12]#[CH:13]. The catalyst is C(N(CC)CC)C.C1C=CC(P(C2C=CC=CC=2)C2C=CC=CC=2)=CC=1.C1C=CC(P(C2C=CC=CC=2)C2C=CC=CC=2)=CC=1.Cl[Pd]Cl.[Cu]I. The product is [OH:14][CH2:9][CH2:10][CH2:11][C:12]#[C:13][C:2]1[CH:7]=[CH:6][CH:5]=[CH:4][C:3]=1[C:13]#[C:12][CH2:11][CH2:10][CH2:9][OH:14]. The yield is 0.470.